From a dataset of Full USPTO retrosynthesis dataset with 1.9M reactions from patents (1976-2016). Predict the reactants needed to synthesize the given product. Given the product [Br:1][C:2]1[CH:3]=[C:4]([C:5]([C:7]2[C:8]([C:13]#[N:14])=[N:9][CH:10]=[CH:11][CH:12]=2)=[N:25][S:23]([C:20]([CH3:22])([CH3:21])[CH3:19])=[O:24])[CH:15]=[CH:16][C:17]=1[F:18], predict the reactants needed to synthesize it. The reactants are: [Br:1][C:2]1[CH:3]=[C:4]([CH:15]=[CH:16][C:17]=1[F:18])[C:5]([C:7]1[C:8]([C:13]#[N:14])=[N:9][CH:10]=[CH:11][CH:12]=1)=O.[CH3:19][C:20]([S:23]([NH2:25])=[O:24])([CH3:22])[CH3:21].